Predict the product of the given reaction. From a dataset of Forward reaction prediction with 1.9M reactions from USPTO patents (1976-2016). (1) Given the reactants [Cl:1][C:2]1[C:3]([Cl:11])=[N:4][CH:5]=[C:6]([CH:10]=1)[CH:7]=[N:8][OH:9].ClN1C(=O)CCC1=O.[Cl:20][C:21]1[CH:22]=[C:23]([C:28]([C:30]([F:33])([F:32])[F:31])=[CH2:29])[CH:24]=[C:25]([Cl:27])[CH:26]=1.C(=O)([O-])O.[K+], predict the reaction product. The product is: [Cl:20][C:21]1[CH:22]=[C:23]([C:28]2([C:30]([F:33])([F:31])[F:32])[O:9][N:8]=[C:7]([C:6]3[CH:5]=[N:4][C:3]([Cl:11])=[C:2]([Cl:1])[CH:10]=3)[CH2:29]2)[CH:24]=[C:25]([Cl:27])[CH:26]=1. (2) Given the reactants Br[C:2]1[CH:9]=[CH:8][C:7]([O:10][Si:11]([C:14]([CH3:17])([CH3:16])[CH3:15])([CH3:13])[CH3:12])=[CH:6][C:3]=1[C:4]#[N:5].[CH3:18][C:19]1([CH3:35])[C:23]([CH3:25])([CH3:24])[O:22][B:21]([B:21]2[O:22][C:23]([CH3:25])([CH3:24])[C:19]([CH3:35])([CH3:18])[O:20]2)[O:20]1.C([O-])(=O)C.[K+], predict the reaction product. The product is: [Si:11]([O:10][C:7]1[CH:8]=[CH:9][C:2]([B:21]2[O:22][C:23]([CH3:25])([CH3:24])[C:19]([CH3:35])([CH3:18])[O:20]2)=[C:3]([CH:6]=1)[C:4]#[N:5])([C:14]([CH3:17])([CH3:16])[CH3:15])([CH3:13])[CH3:12].